Dataset: Forward reaction prediction with 1.9M reactions from USPTO patents (1976-2016). Task: Predict the product of the given reaction. (1) Given the reactants [F:1][C:2]1[CH:3]=[C:4]([CH:25]=[CH:26][CH:27]=1)[CH2:5][NH:6][C:7](=[O:24])[CH2:8][CH:9]1[CH2:14][CH2:13][CH2:12][CH2:11][N:10]1[CH2:15][CH2:16][C:17]1[C:18](=[O:23])[NH:19][CH:20]=[CH:21][CH:22]=1.[CH:28]1([CH2:31]Cl)[CH2:30][CH2:29]1.C(=O)([O-])[O-].[K+].[K+].CN(C=O)C, predict the reaction product. The product is: [F:1][C:2]1[CH:3]=[C:4]([CH:25]=[CH:26][CH:27]=1)[CH2:5][NH:6][C:7](=[O:24])[CH2:8][CH:9]1[CH2:14][CH2:13][CH2:12][CH2:11][N:10]1[CH2:15][CH2:16][C:17]1[C:18](=[O:23])[N:19]([CH2:31][CH:28]2[CH2:30][CH2:29]2)[CH:20]=[CH:21][CH:22]=1. (2) The product is: [CH2:7]([O:6][C:5]([NH:4][CH2:3][CH2:2][NH:1][C:15]([NH:1][CH2:2][CH2:3][NH:4][C:5](=[O:14])[O:6][CH2:7][C:8]1[CH:9]=[CH:10][CH:11]=[CH:12][CH:13]=1)=[S:17])=[O:14])[C:8]1[CH:9]=[CH:10][CH:11]=[CH:12][CH:13]=1. Given the reactants [NH2:1][CH2:2][CH2:3][NH:4][C:5](=[O:14])[O:6][CH2:7][C:8]1[CH:13]=[CH:12][CH:11]=[CH:10][CH:9]=1.[C:15](=[S:17])=S, predict the reaction product.